This data is from Forward reaction prediction with 1.9M reactions from USPTO patents (1976-2016). The task is: Predict the product of the given reaction. Given the reactants F[C:2]1[CH:9]=[CH:8][CH:7]=[CH:6][C:3]=1[C:4]#[N:5].[C:10](#[N:17])[C:11]1C=CC=C[CH:12]=1.FC1C=CC=CC=1C#N.NCC([OH:31])C, predict the reaction product. The product is: [OH:31][CH2:12][CH2:11][CH2:10][NH:17][C:2]1[CH:9]=[CH:8][CH:7]=[CH:6][C:3]=1[C:4]#[N:5].